From a dataset of Forward reaction prediction with 1.9M reactions from USPTO patents (1976-2016). Predict the product of the given reaction. (1) Given the reactants [C:1]1([C:7]2[O:8][C:9]([C:12]3[CH:13]=[C:14]4[C:19](=[CH:20][CH:21]=3)[CH:18]=[C:17]([O:22][CH2:23][C:24]#[N:25])[CH:16]=[CH:15]4)=[CH:10][N:11]=2)[CH:6]=[CH:5][CH:4]=[CH:3][CH:2]=1.[N-:26]=[N+:27]=[N-:28].[Na+].[Cl-].[NH4+].[OH-].[Na+], predict the reaction product. The product is: [C:1]1([C:7]2[O:8][C:9]([C:12]3[CH:13]=[C:14]4[C:19](=[CH:20][CH:21]=3)[CH:18]=[C:17]([O:22][CH2:23][C:24]3[NH:28][N:27]=[N:26][N:25]=3)[CH:16]=[CH:15]4)=[CH:10][N:11]=2)[CH:2]=[CH:3][CH:4]=[CH:5][CH:6]=1. (2) Given the reactants [CH2:1]([O:3][C:4]([C:6]1[C:7](=[O:30])[NH:8][C:9]2[C:14]([C:15]=1[N:16]1[CH2:21][CH2:20][N:19]([C:22]([C:24]3[S:25][CH:26]=[CH:27][CH:28]=3)=[O:23])[CH2:18][CH2:17]1)=[CH:13][C:12]([F:29])=[CH:11][N:10]=2)=[O:5])[CH3:2].[CH2:31](Br)[C:32]1[CH:37]=[CH:36][CH:35]=[CH:34][CH:33]=1, predict the reaction product. The product is: [CH2:1]([O:3][C:4]([C:6]1[C:7](=[O:30])[N:8]([CH2:31][C:32]2[CH:37]=[CH:36][CH:35]=[CH:34][CH:33]=2)[C:9]2[C:14]([C:15]=1[N:16]1[CH2:21][CH2:20][N:19]([C:22]([C:24]3[S:25][CH:26]=[CH:27][CH:28]=3)=[O:23])[CH2:18][CH2:17]1)=[CH:13][C:12]([F:29])=[CH:11][N:10]=2)=[O:5])[CH3:2].